Dataset: CYP3A4 inhibition data for predicting drug metabolism from PubChem BioAssay. Task: Regression/Classification. Given a drug SMILES string, predict its absorption, distribution, metabolism, or excretion properties. Task type varies by dataset: regression for continuous measurements (e.g., permeability, clearance, half-life) or binary classification for categorical outcomes (e.g., BBB penetration, CYP inhibition). Dataset: cyp3a4_veith. The compound is C[C@]12CC[C@H]3c4ccc(OC[C@H]5CO5)cc4CC[C@H]3[C@H]1CC[C@@H]2O. The result is 0 (non-inhibitor).